This data is from Full USPTO retrosynthesis dataset with 1.9M reactions from patents (1976-2016). The task is: Predict the reactants needed to synthesize the given product. (1) Given the product [Si:30]([O:29][C@H:21]([C:22]1[CH:27]=[CH:26][C:25]([F:28])=[CH:24][CH:23]=1)[CH2:20][CH2:19][C@H:18]1[C:17](=[O:37])[N:16]([C:38]2[CH:39]=[CH:40][CH:41]=[CH:42][CH:43]=2)[C@@H:15]1[C:14]1[CH:13]=[CH:12][C:11]([C:44]2[CH:49]=[CH:48][CH:47]=[C:46]([P:50](=[O:55])([O:53][CH3:54])[O:51][CH3:52])[CH:45]=2)=[CH:10][C:9]=1[OH:8])([C:33]([CH3:36])([CH3:34])[CH3:35])([CH3:31])[CH3:32], predict the reactants needed to synthesize it. The reactants are: [Si]([O:8][C:9]1[CH:10]=[C:11]([C:44]2[CH:49]=[CH:48][CH:47]=[C:46]([P:50](=[O:55])([O:53][CH3:54])[O:51][CH3:52])[CH:45]=2)[CH:12]=[CH:13][C:14]=1[C@@H:15]1[C@@H:18]([CH2:19][CH2:20][C@H:21]([O:29][Si:30]([C:33]([CH3:36])([CH3:35])[CH3:34])([CH3:32])[CH3:31])[C:22]2[CH:27]=[CH:26][C:25]([F:28])=[CH:24][CH:23]=2)[C:17](=[O:37])[N:16]1[C:38]1[CH:43]=[CH:42][CH:41]=[CH:40][CH:39]=1)(C(C)(C)C)(C)C.[F-].[K+].C(OCC)(=O)C. (2) Given the product [F:22][C:23]1[CH:28]=[CH:27][CH:26]=[CH:25][C:24]=1[S:29]([NH:1][C:2]1[CH:11]=[CH:10][C:9]2[NH:8][C:7](=[O:12])[C:6]3[NH:13][CH:14]=[CH:15][C:5]=3[C:4]=2[CH:3]=1)(=[O:31])=[O:30].[CH2:17]([C:19]([O-:21])=[O:20])[CH3:18], predict the reactants needed to synthesize it. The reactants are: [NH2:1][C:2]1[CH:11]=[CH:10][C:9]2[NH:8][C:7](=[O:12])[C:6]3[NH:13][CH:14]=[CH:15][C:5]=3[C:4]=2[CH:3]=1.Cl.[CH2:17]([C:19]([OH:21])=[O:20])[CH3:18].[F:22][C:23]1[CH:28]=[CH:27][CH:26]=[CH:25][C:24]=1[S:29](Cl)(=[O:31])=[O:30]. (3) The reactants are: [N+:1]([C:4]1[CH:5]=[C:6]2[CH2:29][C:11]3([C:19]4[C:14](=[N:15][CH:16]=[CH:17][CH:18]=4)[N:13]([CH2:20][O:21][CH2:22][CH2:23][Si:24]([CH3:27])([CH3:26])[CH3:25])[C:12]3=[O:28])[CH2:10][C:7]2=[N:8][CH:9]=1)([O-])=O. Given the product [NH2:1][C:4]1[CH:5]=[C:6]2[CH2:29][C:11]3([C:19]4[C:14](=[N:15][CH:16]=[CH:17][CH:18]=4)[N:13]([CH2:20][O:21][CH2:22][CH2:23][Si:24]([CH3:25])([CH3:26])[CH3:27])[C:12]3=[O:28])[CH2:10][C:7]2=[N:8][CH:9]=1, predict the reactants needed to synthesize it. (4) Given the product [C:1]([O:5][C:6]([NH:8][CH2:9][C:10]1[CH:32]=[CH:31][C:13]([C:14]([NH:16][CH2:17][C:18]2[CH:19]=[CH:20][C:21]([O:22][CH2:23][CH2:24][C:25]([OH:27])=[O:26])=[CH:29][CH:30]=2)=[O:15])=[CH:12][CH:11]=1)=[O:7])([CH3:4])([CH3:2])[CH3:3], predict the reactants needed to synthesize it. The reactants are: [C:1]([O:5][C:6]([NH:8][CH2:9][C:10]1[CH:32]=[CH:31][C:13]([C:14]([NH:16][CH2:17][C:18]2[CH:30]=[CH:29][C:21]([O:22][CH2:23][CH2:24][C:25]([O:27]C)=[O:26])=[CH:20][CH:19]=2)=[O:15])=[CH:12][CH:11]=1)=[O:7])([CH3:4])([CH3:3])[CH3:2].O.[OH-].[Li+].